From a dataset of Forward reaction prediction with 1.9M reactions from USPTO patents (1976-2016). Predict the product of the given reaction. (1) The product is: [CH2:1]([O:3][C:4](=[O:35])[CH2:5][CH2:6][CH2:7][C:8]([C@@H:17]1[C@:25]2([CH3:26])[C@H:20]([C@@H:21]([O:27][Si:28]([C:31]([CH3:34])([CH3:33])[CH3:32])([CH3:29])[CH3:30])[CH2:22][CH2:23][CH2:24]2)[CH2:19][CH2:18]1)([CH3:9])[CH2:10][CH2:11][CH2:12][C:13]([OH:16])([CH3:15])[CH3:14])[CH3:2]. Given the reactants [CH2:1]([O:3][C:4](=[O:35])[CH:5]=[CH:6][CH:7]1[CH2:9][C:8]1([C@@H:17]1[C@:25]2([CH3:26])[C@H:20]([C@@H:21]([O:27][Si:28]([C:31]([CH3:34])([CH3:33])[CH3:32])([CH3:30])[CH3:29])[CH2:22][CH2:23][CH2:24]2)[CH2:19][CH2:18]1)[CH2:10][CH2:11][CH2:12][C:13]([OH:16])([CH3:15])[CH3:14])[CH3:2].[H][H].CCCCCC.C(OCC)(=O)C, predict the reaction product. (2) The product is: [Cl:22][C:20]1[CH:19]=[CH:18][C:16]2[NH:17][C:13]([S:12][C:9]3[CH:10]=[CH:11][C:2]([NH:1][CH2:24][CH:26]4[CH2:31][CH2:30][NH:29][CH2:28][CH2:27]4)=[C:3]4[C:8]=3[NH:7][CH:6]=[CH:5][C:4]4=[O:23])=[N:14][C:15]=2[CH:21]=1. Given the reactants [NH2:1][C:2]1[CH:11]=[CH:10][C:9]([S:12][C:13]2[NH:17][C:16]3[CH:18]=[CH:19][C:20]([Cl:22])=[CH:21][C:15]=3[N:14]=2)=[C:8]2[C:3]=1[C:4](=[O:23])[CH:5]=[CH:6][NH:7]2.[CH:24]([CH:26]1[CH2:31][CH2:30][N:29](C(OC(C)(C)C)=O)[CH2:28][CH2:27]1)=O.C(O[BH-](OC(=O)C)OC(=O)C)(=O)C.[Na+], predict the reaction product. (3) Given the reactants C[O:2][C:3](=[O:12])[CH2:4][CH2:5][C:6]1[N:7]([CH3:11])[CH:8]=[CH:9][N:10]=1.Cl, predict the reaction product. The product is: [CH3:11][N:7]1[CH:8]=[CH:9][N:10]=[C:6]1[CH2:5][CH2:4][C:3]([OH:12])=[O:2]. (4) The product is: [NH2:1][C:2]1[N:7]=[C:6]([O:8][CH2:9][CH2:10][CH2:11][CH3:12])[N:5]=[C:4]([OH:13])[C:3]=1[N:14]=[O:15]. Given the reactants [NH2:1][C:2]1[N:7]=[C:6]([O:8][CH2:9][CH2:10][CH2:11][CH3:12])[N:5]=[C:4]([OH:13])[CH:3]=1.[N:14]([O-])=[O:15].[Na+], predict the reaction product. (5) Given the reactants Cl[CH2:2][CH2:3][CH2:4][O:5][C:6]1[CH:15]=[C:14]2[C:9]([C:10]([O:16][C:17]3[CH:22]=[CH:21][C:20]([CH3:23])=[CH:19][C:18]=3[C:24]([C:26]3[CH:31]=[CH:30][CH:29]=[CH:28][CH:27]=3)=[O:25])=[CH:11][CH:12]=[N:13]2)=[CH:8][C:7]=1[O:32][CH3:33].[CH2:34]([NH:36][CH2:37][CH3:38])[CH3:35].C(=O)([O-])[O-].[K+].[K+].O, predict the reaction product. The product is: [CH2:34]([N:36]([CH2:37][CH3:38])[CH2:2][CH2:3][CH2:4][O:5][C:6]1[CH:15]=[C:14]2[C:9]([C:10]([O:16][C:17]3[CH:22]=[CH:21][C:20]([CH3:23])=[CH:19][C:18]=3[C:24]([C:26]3[CH:31]=[CH:30][CH:29]=[CH:28][CH:27]=3)=[O:25])=[CH:11][CH:12]=[N:13]2)=[CH:8][C:7]=1[O:32][CH3:33])[CH3:35].